Dataset: Full USPTO retrosynthesis dataset with 1.9M reactions from patents (1976-2016). Task: Predict the reactants needed to synthesize the given product. (1) Given the product [C:6]1([C:9]2[CH:10]=[CH:11][N:12]3[C:17]([CH:18]=2)=[CH:16][CH:15]=[C:14]([C:19]([O:21][CH2:22][CH3:23])=[O:20])[C:13]3=[O:24])[C:7]2[C:8](=[CH:8][CH:3]=[CH:4][CH:5]=2)[CH:3]=[CH:4][CH:5]=1, predict the reactants needed to synthesize it. The reactants are: CO[C:3]1[CH:8]=[CH:7][C:6]([C:9]2[CH:10]=[CH:11][N:12]3[C:17]([CH:18]=2)=[CH:16][CH:15]=[C:14]([C:19]([O:21][CH2:22][CH3:23])=[O:20])[C:13]3=[O:24])=[CH:5][CH:4]=1. (2) Given the product [CH:25]1([CH2:28][N:5]2[C@@H:6]([C:19]3[CH:20]=[CH:21][CH:22]=[CH:23][CH:24]=3)[CH2:7][CH2:8][CH2:9][C@@H:10]([NH:11][C:12](=[O:18])[O:13][C:14]([CH3:17])([CH3:16])[CH3:15])[C:4]2=[O:3])[CH2:27][CH2:26]1, predict the reactants needed to synthesize it. The reactants are: [H-].[Na+].[O:3]=[C:4]1[C@H:10]([NH:11][C:12](=[O:18])[O:13][C:14]([CH3:17])([CH3:16])[CH3:15])[CH2:9][CH2:8][CH2:7][C@H:6]([C:19]2[CH:24]=[CH:23][CH:22]=[CH:21][CH:20]=2)[NH:5]1.[CH:25]1([CH2:28]Br)[CH2:27][CH2:26]1. (3) Given the product [CH3:1][O:2][C:3]([C:4]1[CH:5]=[C:6]([C:25]2[CH:24]=[C:23]([F:22])[CH:28]=[CH:27][C:26]=2[O:32][CH3:33])[C:7]([O:12][CH2:13][C:14]2[CH:19]=[CH:18][CH:17]=[CH:16][CH:15]=2)=[C:8]([CH:10]=[O:11])[CH:9]=1)=[O:21], predict the reactants needed to synthesize it. The reactants are: [CH3:1][O:2][C:3](=[O:21])[C:4]1[CH:9]=[C:8]([CH:10]=[O:11])[C:7]([O:12][CH2:13][C:14]2[CH:19]=[CH:18][CH:17]=[CH:16][CH:15]=2)=[C:6](Br)[CH:5]=1.[F:22][C:23]1[CH:24]=[CH:25][C:26]([O:32][CH3:33])=[C:27](B(O)O)[CH:28]=1. (4) Given the product [C:25]([NH:1][C:2]1[CH:7]=[C:6]([C:8]2[CH:13]=[CH:12][C:11]([Cl:14])=[C:10]([O:15][CH3:16])[C:9]=2[F:17])[N:5]=[C:4]([C:18]([O:20][CH3:21])=[O:19])[C:3]=1[Cl:22])(=[O:34])[CH3:24], predict the reactants needed to synthesize it. The reactants are: [NH2:1][C:2]1[CH:7]=[C:6]([C:8]2[CH:13]=[CH:12][C:11]([Cl:14])=[C:10]([O:15][CH3:16])[C:9]=2[F:17])[N:5]=[C:4]([C:18]([O:20][CH3:21])=[O:19])[C:3]=1[Cl:22].Cl[C:24]1C=CC(B(O)O)=C(F)[C:25]=1[O:34]C. (5) Given the product [F:5][C:6]1[CH:11]=[CH:10][C:9]2[NH:12][N:1]=[N:13][C:8]=2[CH:7]=1, predict the reactants needed to synthesize it. The reactants are: [N:1]([O-])=O.[Na+].[F:5][C:6]1[CH:7]=[C:8]([NH2:13])[C:9]([NH2:12])=[CH:10][CH:11]=1. (6) The reactants are: [CH3:1][N:2]1[CH2:15][CH2:14][C:5]2[NH:6][C:7]3[CH:8]=[CH:9][C:10]([CH3:13])=[CH:11][C:12]=3[C:4]=2[CH2:3]1.[H-].[Na+].[CH3:18][O:19][C:20]1[CH:21]=[C:22]([CH:28]2[CH2:30][O:29]2)[CH:23]=[CH:24][C:25]=1[O:26][CH3:27]. Given the product [CH3:18][O:19][C:20]1[CH:21]=[C:22]([CH:28]([OH:29])[CH2:30][N:6]2[C:7]3[CH:8]=[CH:9][C:10]([CH3:13])=[CH:11][C:12]=3[C:4]3[CH2:3][N:2]([CH3:1])[CH2:15][CH2:14][C:5]2=3)[CH:23]=[CH:24][C:25]=1[O:26][CH3:27], predict the reactants needed to synthesize it. (7) Given the product [F:18][CH:14]([F:19])[O:12][C:11]1[CH:10]=[CH:9][C:6]([CH:7]=[O:8])=[CH:5][C:4]=1[OH:3], predict the reactants needed to synthesize it. The reactants are: [OH-].[Na+].[OH:3][C:4]1[CH:5]=[C:6]([CH:9]=[CH:10][C:11]=1[OH:12])[CH:7]=[O:8].Cl[C:14]([F:19])([F:18])C([O-])=O.[Na+]. (8) Given the product [CH2:1]([O:3][C:4]1[C:8]([CH2:9][CH2:10][CH2:11][O:12][C:24]2[CH:29]=[CH:28][CH:27]=[CH:26][C:25]=2[CH2:30][CH2:31][C:32]([OH:34])=[O:33])=[CH:7][N:6]([C:13]2[CH:18]=[CH:17][C:16]([C:19]([F:21])([F:20])[F:22])=[CH:15][N:14]=2)[N:5]=1)[CH3:2], predict the reactants needed to synthesize it. The reactants are: [CH2:1]([O:3][C:4]1[C:8]([CH2:9][CH2:10][CH2:11][OH:12])=[CH:7][N:6]([C:13]2[CH:18]=[CH:17][C:16]([C:19]([F:22])([F:21])[F:20])=[CH:15][N:14]=2)[N:5]=1)[CH3:2].O[C:24]1[CH:29]=[CH:28][CH:27]=[CH:26][C:25]=1[CH2:30][CH2:31][C:32]([O:34]C)=[O:33].C(P(CCCC)CCCC)CCC.N(C(N1CCCCC1)=O)=NC(N1CCCCC1)=O.